From a dataset of Experimentally validated miRNA-target interactions with 360,000+ pairs, plus equal number of negative samples. Binary Classification. Given a miRNA mature sequence and a target amino acid sequence, predict their likelihood of interaction. (1) The miRNA is hsa-miR-6866-3p with sequence GAUCCCUUUAUCUGUCCUCUAG. The protein sequence of the target gene is MLGARVAAHLDALGPLVPYVPPPLLPSMFYVGLFFVNVLILYYAFLMEYIVLNVGLVFLPEDMDQALVDLGVLSDPGSGLYDADSELDVFDAYLE. Result: 0 (no interaction). (2) The miRNA is hsa-miR-140-3p with sequence UACCACAGGGUAGAACCACGG. The protein sequence of the target gene is MASPGCLLCVLGLLLCGAASLELSRPHGDTAKKPIIGILMQKCRNKVMKNYGRYYIAASYVKYLESAGARVVPVRLDLTEKDYEILFKSINGILFPGGSVDLRRSDYAKVAKIFYNLSIQSFDDGDYFPVWGTCLGFEELSLLISGECLLTATDTVDVAMPLNFTGGQLHSRMFQNFPTELLLSLAVEPLTANFHKWSLSVKNFTMNEKLKKFFNVLTTNTDGKIEFISTMEGYKYPVYGVQWHPEKAPYEWKNLDGISHAPNAVKTAFYLAEFFVNEARKNNHHFKSESEEEKALIYQF.... Result: 0 (no interaction). (3) The miRNA is hsa-miR-6836-5p with sequence CGCAGGGCCCUGGCGCAGGCAU. The protein sequence of the target gene is MTGGRFDFDDGGTYCGGWEEGKAHGHGICTGPKGQGEYSGSWSHGFEVVGVYTWPSGNTYQGYWAQGKRHGLGVETKGKWMYRGEWSHGFKGRYGVRQSLCTPARYEGTWSNGLQDGYGVETYGDGGTYQGQWAGGMRHGYGVRQSVPYGMATVIRSPLRTSLASLRSEQSNGSVLHEAAAAAADSPAGTRGGFVLNFHADTELGKKKGGLFRRGSLLGSMKLRKSESKSSISSKRSSVRSDAAMSRISSSDANSTISFGDVDCDFCPVEDHVDATTTETYMGEWKNDKRNGFGISERSN.... Result: 0 (no interaction). (4) The miRNA is mmu-miR-5121 with sequence AGCUUGUGAUGAGACAUCUCC. The protein sequence of the target gene is MAASWGQVLALVLVAALWGGTQPLLKRASSGLEQVRERTWAWQLLQEIKALFGNTEYLMPFLLNQSGSLLYYLTLASTDLTLAVPICNSLAIVFTLIVGKVLGEDIGGKEAVAGMVLTITGITVCITSSVSKTQGQPSHS. Result: 1 (interaction). (5) The miRNA is mmu-miR-149-5p with sequence UCUGGCUCCGUGUCUUCACUCCC. The protein sequence of the target gene is MIEDSGKRGNTMAERRQLFAEMRAQDLDRIRLSTYRTACKLRFVQKKCNLHLVDIWNVIEALRENALNNLDPNIELNVARLEAVLSTIFYQLNKRMPTTHQIHVEQSISLLLNFLLAAFDPEGHGKISVFAVKMALATLCGGKIMDKLRYIFSMISDSSGVMVYGRYDQFLREVLKLPTAVFEGPSFGYTEQSARSCFSQQKKVTLNGFLDTLMSDPPPQCLVWLPLLHRLANVENVFHPVECSYCHSESMMGFRYRCQQCHNYQLCQDCFWRGHAGGSHSNQHQMKEYTSWKSPAKKLT.... Result: 0 (no interaction). (6) The miRNA is mmu-miR-1a-3p with sequence UGGAAUGUAAAGAAGUAUGUAU. The protein sequence of the target gene is MTILFLTMVISYFGCMKAAPMKEVNVHGQGNLAYPGVRTHGTLESVNGPRAGSRGLTTTSLADTFEHVIEELLDEDQKVRPNEENHKDADLYTSRVMLSSQVPLEPPLLFLLEEYKNYLDAANMSMRVRRHSDPARRGELSVCDSISEWVTAADKKTAVDMSGGTVTVLEKVPVSKGQLKQYFYETKCNPMGYTKEGCRGIDKRHWNSQCRTTQSYVRALTMDSKKRIGWRFIRIDTSCVCTLTIKRGR. Result: 1 (interaction).